From a dataset of Full USPTO retrosynthesis dataset with 1.9M reactions from patents (1976-2016). Predict the reactants needed to synthesize the given product. (1) Given the product [S:6]([C:9]1([C:12]([Cl:23])=[O:14])[CH2:11][CH2:10]1)(=[O:8])(=[O:7])[NH2:5], predict the reactants needed to synthesize it. The reactants are: C([NH:5][S:6]([C:9]1([C:12]([OH:14])=O)[CH2:11][CH2:10]1)(=[O:8])=[O:7])(C)(C)C.C(O)(C(F)(F)F)=O.C(Cl)[Cl:23]. (2) Given the product [CH2:1]([O:3][C:4]([N:6]1[CH2:7][CH2:8][N:9]([C:12](=[O:33])[C@@H:13]([NH2:22])[CH2:14][CH:15]2[CH2:19][O:18][C:17]([CH3:20])([CH3:21])[O:16]2)[CH2:10][CH2:11]1)=[O:5])[CH3:2], predict the reactants needed to synthesize it. The reactants are: [CH2:1]([O:3][C:4]([N:6]1[CH2:11][CH2:10][N:9]([C:12](=[O:33])[C@@H:13]([NH:22]C(OCC2C=CC=CC=2)=O)[CH2:14][CH:15]2[CH2:19][O:18][C:17]([CH3:21])([CH3:20])[O:16]2)[CH2:8][CH2:7]1)=[O:5])[CH3:2]. (3) Given the product [Cl:8][C:15]1[CH:14]=[CH:13][C:12]([CH3:19])([CH3:11])[CH2:17][C:16]=1[CH:3]=[O:4], predict the reactants needed to synthesize it. The reactants are: CN(C)[CH:3]=[O:4].P(Cl)(Cl)([Cl:8])=O.[CH3:11][C:12]1([CH3:19])[CH2:17][CH2:16][C:15](=O)[CH:14]=[CH:13]1. (4) Given the product [Cl:1][C:2]1[N:7]=[C:6]([Cl:8])[C:5]([CH:9]([OH:10])[CH3:24])=[C:4]([NH:11][C:12]2[CH:17]=[CH:16][CH:15]=[CH:14][C:13]=2[S:18]([CH:21]([CH3:23])[CH3:22])(=[O:20])=[O:19])[N:3]=1, predict the reactants needed to synthesize it. The reactants are: [Cl:1][C:2]1[N:7]=[C:6]([Cl:8])[C:5]([CH:9]=[O:10])=[C:4]([NH:11][C:12]2[CH:17]=[CH:16][CH:15]=[CH:14][C:13]=2[S:18]([CH:21]([CH3:23])[CH3:22])(=[O:20])=[O:19])[N:3]=1.[CH3:24][Mg]Br.[NH4+].[Cl-]. (5) Given the product [CH3:31][O:32][CH2:33][CH2:34][C:35]1[CH:40]=[CH:39][C:38]([N:41]2[CH2:13][CH2:12][C:6]3([CH2:7][CH2:8][N:9]([S:25]([C:20]4[CH:21]=[CH:22][CH:23]=[CH:24][C:19]=4[O:18][C:17]([F:30])([F:29])[F:16])(=[O:27])=[O:26])[CH2:10][CH2:11]3)[C:4]2=[O:5])=[CH:37][CH:36]=1, predict the reactants needed to synthesize it. The reactants are: C(O[C:4]([C:6]1([CH2:12][CH2:13]OC)[CH2:11][CH2:10][NH:9][CH2:8][CH2:7]1)=[O:5])C.[F:16][C:17]([F:30])([F:29])[O:18][C:19]1[CH:24]=[CH:23][CH:22]=[CH:21][C:20]=1[S:25](Cl)(=[O:27])=[O:26].[CH3:31][O:32][CH2:33][CH2:34][C:35]1[CH:40]=[CH:39][C:38]([NH2:41])=[CH:37][CH:36]=1. (6) Given the product [S:6]1[CH:10]=[CH:9][CH:8]=[C:7]1[CH:11]([C:17]1[S:18][CH:19]=[CH:20][CH:21]=1)[N:12]1[CH2:13][C:14](=[O:16])[CH2:15]1, predict the reactants needed to synthesize it. The reactants are: N1CC(=O)C1.[S:6]1[CH:10]=[CH:9][CH:8]=[C:7]1[CH:11]([C:17]1[S:18][CH:19]=[CH:20][CH:21]=1)[N:12]1[CH2:15][CH:14]([OH:16])[CH2:13]1.CS(C)=O.C(Cl)(=O)C(Cl)=O. (7) Given the product [Cl:9][C:4]1[C:5]([NH2:8])=[N:6][CH:7]=[C:2]([B:13]2[O:14][C:15]([CH3:17])([CH3:16])[C:11]([CH3:27])([CH3:10])[O:12]2)[CH:3]=1, predict the reactants needed to synthesize it. The reactants are: Br[C:2]1[CH:3]=[C:4]([Cl:9])[C:5]([NH2:8])=[N:6][CH:7]=1.[CH3:10][C:11]1([CH3:27])[C:15]([CH3:17])([CH3:16])[O:14][B:13]([B:13]2[O:14][C:15]([CH3:17])([CH3:16])[C:11]([CH3:27])([CH3:10])[O:12]2)[O:12]1.C([O-])(=O)C.[K+]. (8) Given the product [N+:22]([C:17]1[CH:18]=[CH:19][CH:20]=[CH:21][C:16]=1[C:13]1[S:12][C:11]([N:25]2[CH2:30][CH2:29][O:28][CH2:27][CH2:26]2)=[N:15][N:14]=1)([O-:24])=[O:23], predict the reactants needed to synthesize it. The reactants are: CCN(C(C)C)C(C)C.Br[C:11]1[S:12][C:13]([C:16]2[CH:21]=[CH:20][CH:19]=[CH:18][C:17]=2[N+:22]([O-:24])=[O:23])=[N:14][N:15]=1.[NH:25]1[CH2:30][CH2:29][O:28][CH2:27][CH2:26]1.O. (9) Given the product [CH3:9][O:8][C:7]1[CH:6]=[CH:5][C:4]([C:10]2[O:11][C:12]3[CH:22]=[C:21]4[C:16]([CH:17]=[CH:18][CH:19]=[CH:20]4)=[CH:15][C:13]=3[N:14]=2)=[CH:3][C:2]=1[N:1]1[C:32](=[O:33])[C:26]2[C:25](=[CH:24][CH:23]=[C:28]([C:29]([OH:31])=[O:30])[CH:27]=2)[C:35]1=[O:34], predict the reactants needed to synthesize it. The reactants are: [NH2:1][C:2]1[CH:3]=[C:4]([C:10]2[O:11][C:12]3[CH:22]=[C:21]4[C:16]([CH:17]=[CH:18][CH:19]=[CH:20]4)=[CH:15][C:13]=3[N:14]=2)[CH:5]=[CH:6][C:7]=1[O:8][CH3:9].[CH:23]1[C:28]([C:29]([OH:31])=[O:30])=[CH:27][C:26]2[C:32]([O:34][C:35](=O)[C:25]=2[CH:24]=1)=[O:33].